The task is: Predict which catalyst facilitates the given reaction.. This data is from Catalyst prediction with 721,799 reactions and 888 catalyst types from USPTO. (1) Reactant: [F:1][C:2]1[CH:7]=[CH:6][C:5]([C:8]2[S:16][C:15]3[C:14](=[O:17])[N:13]([CH:18]4[CH2:23][CH2:22][N:21]([C:24]([O:26][C:27]([CH3:30])([CH3:29])[CH3:28])=[O:25])[CH2:20][CH2:19]4)[C:12](=[O:31])[NH:11][C:10]=3[CH:9]=2)=[C:4]([O:32][CH3:33])[CH:3]=1.Br[CH2:35][C:36]1[CH:37]=[C:38]([F:45])[C:39]([O:43][CH3:44])=[C:40]([F:42])[CH:41]=1.C(=O)([O-])[O-].[K+].[K+]. Product: [F:42][C:40]1[CH:41]=[C:36]([CH:37]=[C:38]([F:45])[C:39]=1[O:43][CH3:44])[CH2:35][N:11]1[C:10]2[CH:9]=[C:8]([C:5]3[CH:6]=[CH:7][C:2]([F:1])=[CH:3][C:4]=3[O:32][CH3:33])[S:16][C:15]=2[C:14](=[O:17])[N:13]([CH:18]2[CH2:23][CH2:22][N:21]([C:24]([O:26][C:27]([CH3:28])([CH3:29])[CH3:30])=[O:25])[CH2:20][CH2:19]2)[C:12]1=[O:31]. The catalyst class is: 3. (2) Reactant: [Cl:1][C:2]1[N:7]=[C:6](Cl)[C:5]([N:9]([OH:11])[OH:10])=[CH:4][N:3]=1.[NH2:12][CH2:13][C@@H:14]1[CH2:18][CH2:17][CH2:16][N:15]1[C:19]([O:21][C:22]([CH3:25])([CH3:24])[CH3:23])=[O:20].CCN(C(C)C)C(C)C. Product: [Cl:1][C:2]1[N:7]=[C:6]([NH:12][CH2:13][C@@H:14]2[CH2:18][CH2:17][CH2:16][N:15]2[C:19]([O:21][C:22]([CH3:25])([CH3:24])[CH3:23])=[O:20])[C:5]([N:9]([OH:11])[OH:10])=[CH:4][N:3]=1. The catalyst class is: 2. (3) The catalyst class is: 8. Reactant: Cl.[NH2:2][C:3]1[C:8]2[N:9]=[C:10]([CH3:19])[N:11]([CH2:12][CH2:13][CH2:14][NH:15]C(=O)C)[C:7]=2[C:6]([CH3:20])=[C:5]([CH3:21])[N:4]=1. Product: [NH2:15][CH2:14][CH2:13][CH2:12][N:11]1[C:7]2[C:6]([CH3:20])=[C:5]([CH3:21])[N:4]=[C:3]([NH2:2])[C:8]=2[N:9]=[C:10]1[CH3:19]. (4) Reactant: [Br:1][C:2]1[CH:3]=[C:4]([CH:8]=[CH:9][C:10]=1[C:11]([F:14])([F:13])[F:12])[C:5](O)=[O:6].B.C1COCC1.CO.Cl. Product: [Br:1][C:2]1[CH:3]=[C:4]([CH2:5][OH:6])[CH:8]=[CH:9][C:10]=1[C:11]([F:13])([F:14])[F:12]. The catalyst class is: 1. (5) Reactant: [C:1]([OH:10])(=[O:9])[C:2]1[C:3](=[CH:5][CH:6]=[CH:7][CH:8]=1)[NH2:4].[F:11][C:12]([F:27])([F:26])[C:13]1[CH:14]=[C:15]([CH:19]=[C:20]([C:22]([F:25])([F:24])[F:23])[CH:21]=1)[C:16](Cl)=[O:17].C(N(CC)CC)C. Product: [F:11][C:12]([F:26])([F:27])[C:13]1[CH:14]=[C:15]([CH:19]=[C:20]([C:22]([F:25])([F:23])[F:24])[CH:21]=1)[C:16]([NH:4][C:3]1[CH:5]=[CH:6][CH:7]=[CH:8][C:2]=1[C:1]([OH:10])=[O:9])=[O:17]. The catalyst class is: 4. (6) The catalyst class is: 220. Reactant: C([Li])(C)(C)C.CCCCC.BrC1C(C)=CC(C)=CC=1C.[CH3:21][O:22][C:23]1[CH:28]=[CH:27][N:26]=[CH:25][CH:24]=1.CN(C)[CH:31]=[O:32]. Product: [CH3:21][O:22][C:23]1[CH:28]=[CH:27][N:26]=[CH:25][C:24]=1[CH:31]=[O:32]. (7) Reactant: [H-].[H-].[H-].[H-].[Li+].[Al+3].[CH2:7]([C:10]1[CH:15]=[CH:14][C:13]([CH2:16][CH2:17][C:18](OC)=[O:19])=[CH:12][CH:11]=1)[CH:8]=[CH2:9]. Product: [CH2:7]([C:10]1[CH:15]=[CH:14][C:13]([CH2:16][CH2:17][CH2:18][OH:19])=[CH:12][CH:11]=1)[CH:8]=[CH2:9]. The catalyst class is: 27. (8) Reactant: [CH3:1][O:2][C:3](=[O:8])[CH2:4][C:5]([CH3:7])=O.[CH2:9]([O:11][C:12]1[CH:19]=[CH:18][CH:17]=[C:16]([CH2:20][CH2:21][CH2:22][CH2:23][CH2:24][CH2:25][CH2:26][CH2:27][CH2:28][CH2:29][CH2:30][CH2:31][CH2:32][CH2:33][CH3:34])[C:13]=1[CH:14]=O)[CH3:10].[NH2:35][C:36]([NH2:38])=[O:37].Cl. Product: [CH3:1][O:2][C:3]([C:4]1[CH:14]([C:13]2[C:16]([CH2:20][CH2:21][CH2:22][CH2:23][CH2:24][CH2:25][CH2:26][CH2:27][CH2:28][CH2:29][CH2:30][CH2:31][CH2:32][CH2:33][CH3:34])=[CH:17][CH:18]=[CH:19][C:12]=2[O:11][CH2:9][CH3:10])[NH:35][C:36](=[O:37])[NH:38][C:5]=1[CH3:7])=[O:8]. The catalyst class is: 7.